The task is: Predict the reaction yield, written as a fraction of the theoretical maximum amount of product (1.0 means a 100% yield; for example, 0.34 means a 34% yield).. This data is from Reaction yield outcomes from USPTO patents with 853,638 reactions. (1) No catalyst specified. The yield is 0.0600. The product is [CH3:35][C:34]1[CH:3]=[CH:2][C:1]([S:7]([NH:10][C@H:32]([C:30]([NH:16][CH2:15][CH2:14][CH2:13][CH2:12][C@H:11]([N:10]([S:7]([C:1]2[CH:2]=[CH:3][CH:4]=[CH:5][CH:6]=2)(=[O:9])=[O:8])[CH2:20][CH:21]([CH3:23])[CH3:22])[C:17]([OH:19])=[O:18])=[O:31])[CH2:37][C:33]2[CH:6]=[CH:5][CH:4]=[CH:35][CH:34]=2)(=[O:26])=[O:24])=[CH:37][CH:33]=1. The reactants are [C:1]1([S:7]([N:10]([CH2:20][CH:21]([CH3:23])[CH3:22])[C@H:11]([C:17]([OH:19])=[O:18])[CH2:12][CH2:13][CH2:14][CH2:15][NH2:16])(=[O:9])=[O:8])[CH:6]=[CH:5][CH:4]=[CH:3][CH:2]=1.[OH-:24].[Na+].[OH2:26].CCO[C:30]([CH3:32])=[O:31].[CH2:33]1[CH2:37]O[CH2:35][CH2:34]1. (2) The reactants are [F:1][C:2]1[CH:7]=[C:6]([O:8][C:9]2[CH:14]=[CH:13][N:12]=[C:11]([C:15]3[CH:16]=[N:17][N:18]([CH3:20])[CH:19]=3)[CH:10]=2)[C:5]([F:21])=[CH:4][C:3]=1[NH:22][C:23]([C:25]1([C:28]([O-:30])=O)[CH2:27][CH2:26]1)=[O:24].[Li+].CN(C(ON1N=NC2C=CC=CC1=2)=[N+](C)C)C.[B-](F)(F)(F)F.CCN(C(C)C)C(C)C.[F:63][C:64]1[CH:70]=[CH:69][C:67]([NH2:68])=[CH:66][CH:65]=1. The catalyst is CN(C=O)C. The product is [F:1][C:2]1[CH:7]=[C:6]([O:8][C:9]2[CH:14]=[CH:13][N:12]=[C:11]([C:15]3[CH:16]=[N:17][N:18]([CH3:20])[CH:19]=3)[CH:10]=2)[C:5]([F:21])=[CH:4][C:3]=1[NH:22][C:23]([C:25]1([C:28]([NH:68][C:67]2[CH:69]=[CH:70][C:64]([F:63])=[CH:65][CH:66]=2)=[O:30])[CH2:27][CH2:26]1)=[O:24]. The yield is 0.590. (3) The catalyst is C(Cl)Cl. The reactants are [CH3:1][C:2]1([CH3:16])[C:6]([CH3:8])([CH3:7])[O:5][B:4]([C:9]2[CH:10]=[C:11]([OH:15])[CH:12]=[CH:13][CH:14]=2)[O:3]1.C([O-])([O-])=O.[K+].[K+].Br[CH2:24][CH2:25][O:26][CH3:27]. The yield is 0.500. The product is [CH3:27][O:26][CH2:25][CH2:24][O:15][C:11]1[CH:10]=[C:9]([B:4]2[O:3][C:2]([CH3:16])([CH3:1])[C:6]([CH3:7])([CH3:8])[O:5]2)[CH:14]=[CH:13][CH:12]=1. (4) The reactants are [Cl:1][CH2:2][CH2:3][N:4]1[C:13](=[O:14])[C:12]2[C:7](=[CH:8][CH:9]=[CH:10][CH:11]=2)[N:6]=[CH:5]1.[F:15][C:16]([F:30])([F:29])[C:17]1[CH:18]=[C:19]([N:23]2[CH2:28][CH2:27][NH:26][CH2:25][CH2:24]2)[CH:20]=[CH:21][CH:22]=1.C(=O)([O-])[O-].[Na+].[Na+].[I-].[Na+].Cl. The catalyst is C(O)(C)C.C1(C)C=CC=CC=1.C(O)C. The product is [ClH:1].[F:30][C:16]([F:15])([F:29])[C:17]1[CH:18]=[C:19]([N:23]2[CH2:28][CH2:27][N:26]([CH2:2][CH2:3][N:4]3[C:13](=[O:14])[C:12]4[C:7](=[CH:8][CH:9]=[CH:10][CH:11]=4)[N:6]=[CH:5]3)[CH2:25][CH2:24]2)[CH:20]=[CH:21][CH:22]=1. The yield is 0.690. (5) The reactants are [OH:1][C@@H:2]1[CH2:18][C@@H:17]2[C@@:5]([CH3:28])([C@@H:6]3[C@@H:14]([CH2:15][CH2:16]2)[C@:13]2([OH:19])[C@@:9]([CH3:27])([C@@H:10]([C:20]4[CH:21]=[CH:22][C:23](=[O:26])[O:24][CH:25]=4)[CH2:11][CH2:12]2)[CH2:8][CH2:7]3)[CH2:4][CH2:3]1.OS([O-])=O.[Na+]. The product is [OH:19][C@:13]12[CH2:12][CH2:11][C@H:10]([C:20]3[CH:21]=[CH:22][C:23](=[O:26])[O:24][CH:25]=3)[C@@:9]1([CH3:27])[CH2:8][CH2:7][C@H:6]1[C@H:14]2[CH2:15][CH2:16][C@H:17]2[C@:5]1([CH3:28])[CH2:4][CH2:3][C:2](=[O:1])[CH2:18]2. The yield is 0.980. The catalyst is CC(C)=O. (6) The reactants are C(O[BH-](OC(=O)C)OC(=O)C)(=O)C.[Na+].[CH3:15][O:16][C:17](=[O:41])[C@@H:18]([NH:22][C:23](=[O:40])[C:24]1[CH:29]=[CH:28][C:27]([C:30]#[C:31][C:32]2[CH:37]=[CH:36][C:35]([CH:38]=O)=[CH:34][CH:33]=2)=[CH:26][CH:25]=1)[C@H:19]([OH:21])[CH3:20].[NH:42]1[CH2:47][CH2:46][O:45][CH2:44][CH2:43]1.C(Cl)Cl.CO. The catalyst is C1COCC1. The product is [CH3:15][O:16][C:17](=[O:41])[C@@H:18]([NH:22][C:23](=[O:40])[C:24]1[CH:29]=[CH:28][C:27]([C:30]#[C:31][C:32]2[CH:37]=[CH:36][C:35]([CH2:38][N:42]3[CH2:47][CH2:46][O:45][CH2:44][CH2:43]3)=[CH:34][CH:33]=2)=[CH:26][CH:25]=1)[C@H:19]([OH:21])[CH3:20]. The yield is 0.860. (7) The reactants are [C:1]([O:5][C:6](=[O:14])[C:7]1[CH:12]=[CH:11][CH:10]=[CH:9][C:8]=1Br)([CH3:4])([CH3:3])[CH3:2].[F:15][C:16]1[CH:21]=[C:20]([CH3:22])[CH:19]=[CH:18][C:17]=1B(O)O.C(O)(C)C.C(=O)([O-])[O-].[Na+].[Na+]. The catalyst is C1C=CC([P]([Pd]([P](C2C=CC=CC=2)(C2C=CC=CC=2)C2C=CC=CC=2)([P](C2C=CC=CC=2)(C2C=CC=CC=2)C2C=CC=CC=2)[P](C2C=CC=CC=2)(C2C=CC=CC=2)C2C=CC=CC=2)(C2C=CC=CC=2)C2C=CC=CC=2)=CC=1.O.CCOC(C)=O. The product is [C:1]([O:5][C:6]([C:7]1[C:8]([C:17]2[CH:18]=[CH:19][C:20]([CH3:22])=[CH:21][C:16]=2[F:15])=[CH:9][CH:10]=[CH:11][CH:12]=1)=[O:14])([CH3:4])([CH3:3])[CH3:2]. The yield is 0.960. (8) The reactants are [N+:1]([C:4]1[CH:5]=[C:6]([NH2:13])[C:7](=[CH:11][CH:12]=1)[C:8]([OH:10])=[O:9])([O-:3])=[O:2].[Si](C=[N+]=[N-])(C)(C)[CH3:15]. The catalyst is C1C=CC=CC=1.CO. The product is [CH3:15][O:9][C:8](=[O:10])[C:7]1[C:6](=[CH:5][C:4]([N+:1]([O-:3])=[O:2])=[CH:12][CH:11]=1)[NH2:13]. The yield is 0.860. (9) The reactants are [S:1]1[C:5]([C:6]2[C:7]([NH2:26])=[N:8][CH:9]=[C:10]([C:12]3[CH:17]=[CH:16][C:15]([O:18][Si:19]([C:22]([CH3:25])([CH3:24])[CH3:23])([CH3:21])[CH3:20])=[CH:14][CH:13]=3)[N:11]=2)=[CH:4][C:3]2[CH:27]=[CH:28][CH:29]=[CH:30][C:2]1=2.[Si:31]([O:38][C:39]1[CH:44]=[CH:43][C:42]([CH2:45][C:46](Cl)=[O:47])=[CH:41][CH:40]=1)([C:34]([CH3:37])([CH3:36])[CH3:35])([CH3:33])[CH3:32].O. The catalyst is CN(C)C1C=CN=CC=1.N1C=CC=CC=1. The product is [S:1]1[C:5]([C:6]2[C:7]([NH:26][C:46](=[O:47])[CH2:45][C:42]3[CH:41]=[CH:40][C:39]([O:38][Si:31]([C:34]([CH3:36])([CH3:35])[CH3:37])([CH3:32])[CH3:33])=[CH:44][CH:43]=3)=[N:8][CH:9]=[C:10]([C:12]3[CH:13]=[CH:14][C:15]([O:18][Si:19]([C:22]([CH3:25])([CH3:24])[CH3:23])([CH3:21])[CH3:20])=[CH:16][CH:17]=3)[N:11]=2)=[CH:4][C:3]2[CH:27]=[CH:28][CH:29]=[CH:30][C:2]1=2. The yield is 0.370.